Dataset: Reaction yield outcomes from USPTO patents with 853,638 reactions. Task: Predict the reaction yield, written as a fraction of the theoretical maximum amount of product (1.0 means a 100% yield; for example, 0.34 means a 34% yield). The reactants are [N:1]([C@@H:4]([C@H:46]1[CH2:50][CH2:49][O:48][CH2:47]1)[C:5]([NH:7][C@@H:8]([CH2:39][C:40]1[CH:45]=[CH:44][CH:43]=[CH:42][CH:41]=1)[C@@H:9]([OH:38])[CH2:10][C@@H:11]([NH:25][C:26](=[O:37])[C@H:27]([C:33]([CH3:36])([CH3:35])[CH3:34])[NH:28]C(OC)=O)[CH2:12][C:13]1[CH:18]=[CH:17][C:16]([C:19]2[CH:24]=[CH:23][CH:22]=[CH:21][N:20]=2)=[CH:15][CH:14]=1)=[O:6])=[N+]=[N-].N1C=CC=CC=1.Cl[C:58]([O:60][CH3:61])=[O:59]. The catalyst is CO.C(OCC)(=O)C.[Pd]. The product is [CH3:61][O:60][C:58](=[O:59])[NH:1][C@@H:4]([C@H:46]1[CH2:50][CH2:49][O:48][CH2:47]1)[C:5](=[O:6])[NH:7][C@@H:8]([CH2:39][C:40]1[CH:45]=[CH:44][CH:43]=[CH:42][CH:41]=1)[C@@H:9]([OH:38])[CH2:10][C@H:11]([CH2:12][C:13]1[CH:18]=[CH:17][C:16]([C:19]2[CH:24]=[CH:23][CH:22]=[CH:21][N:20]=2)=[CH:15][CH:14]=1)[NH:25][C:26](=[O:37])[C@H:27]([C:33]([CH3:34])([CH3:35])[CH3:36])[NH:28][C:58](=[O:59])[O:60][CH3:61]. The yield is 0.430.